From a dataset of KCNQ2 potassium channel screen with 302,405 compounds. Binary Classification. Given a drug SMILES string, predict its activity (active/inactive) in a high-throughput screening assay against a specified biological target. (1) The compound is Clc1c(C(=O)Nc2ccc(NC(=O)C)cc2)ccc([N+]([O-])=O)c1. The result is 0 (inactive). (2) The compound is S(=O)(=O)(N1CC(OC(C1)C)C)c1cc(C(=O)N2CCCCC2)c(OC)cc1. The result is 0 (inactive). (3) The compound is Clc1c(OCC2OC(=O)N(C2)C(C)C)ccc(Cl)c1. The result is 0 (inactive). (4) The drug is S(=O)(=O)(Nc1nc(nc(c1)C)C)c1ccc(NC(=O)c2ccc(OCCC)cc2)cc1. The result is 0 (inactive). (5) The compound is O=C1NC(C([N+]([O-])=O)CC1)c1cc([N+]([O-])=O)ccc1. The result is 0 (inactive). (6) The molecule is s\1c2c(n(c1=N/C(=O)COc1ccccc1)C)c(F)cc(F)c2. The result is 0 (inactive). (7) The molecule is O1C(CCC1)CNc1c([N+]([O-])=O)cc(cc1)C(=O)Nc1cc(ccc1)C. The result is 0 (inactive).